Dataset: Catalyst prediction with 721,799 reactions and 888 catalyst types from USPTO. Task: Predict which catalyst facilitates the given reaction. (1) Reactant: [C:1]([O:5][C:6](=[O:15])[NH:7][C:8]1[CH:13]=[CH:12][CH:11]=[C:10]([OH:14])[CH:9]=1)([CH3:4])([CH3:3])[CH3:2].[C:16]1([CH:22]([C:41]2[CH:46]=[CH:45][CH:44]=[CH:43][CH:42]=2)[CH2:23][N:24]([CH2:37][CH2:38][CH2:39]O)[CH2:25][C:26]2[CH:31]=[CH:30][CH:29]=[C:28]([C:32]([F:35])([F:34])[F:33])[C:27]=2[Cl:36])[CH:21]=[CH:20][CH:19]=[CH:18][CH:17]=1.C1(P(C2C=CC=CC=2)C2C=CC=CC=2)C=CC=CC=1.CC(OC(/N=N/C(OC(C)C)=O)=O)C. Product: [C:1]([O:5][C:6](=[O:15])[NH:7][C:8]1[CH:13]=[CH:12][CH:11]=[C:10]([O:14][CH2:39][CH2:38][CH2:37][N:24]([CH2:25][C:26]2[CH:31]=[CH:30][CH:29]=[C:28]([C:32]([F:33])([F:34])[F:35])[C:27]=2[Cl:36])[CH2:23][CH:22]([C:41]2[CH:46]=[CH:45][CH:44]=[CH:43][CH:42]=2)[C:16]2[CH:17]=[CH:18][CH:19]=[CH:20][CH:21]=2)[CH:9]=1)([CH3:4])([CH3:2])[CH3:3]. The catalyst class is: 11. (2) Reactant: [NH:1]1[C:7]2[CH:8]=[CH:9][CH:10]=[CH:11][C:6]=2[C:5](=O)[CH2:4][CH2:3][C:2]1=[O:13].Cl.[Br:15][C:16]1[CH:21]=[CH:20][C:19]([NH:22]N)=[CH:18][CH:17]=1.C([O-])(=O)C.[Na+].S(=O)(=O)(O)O. Product: [Br:15][C:16]1[CH:17]=[C:18]2[C:4]3[CH2:3][C:2](=[O:13])[NH:1][C:7]4[CH:8]=[CH:9][CH:10]=[CH:11][C:6]=4[C:5]=3[NH:22][C:19]2=[CH:20][CH:21]=1. The catalyst class is: 15. (3) The catalyst class is: 2. Product: [O:7]1[C@H:8]2[C:3](=[CH:1][CH2:2][CH2:12][C@H:11]2[CH:9]=[O:10])[CH2:4][CH2:5][CH2:6]1. Reactant: [CH:1]([C:3]1[CH2:4][CH2:5][CH2:6][O:7][CH:8]=1)=[CH2:2].[CH:9]([CH:11]=[CH2:12])=[O:10].O. (4) Reactant: [Cl:1][CH2:2][C:3](Cl)=[O:4].[CH3:6][C:7]([C:25]1[CH:34]=[CH:33][C:28]([C:29]([NH:31][NH2:32])=[O:30])=[CH:27][CH:26]=1)([C:11]1[CH:16]=[CH:15][C:14]([O:17][CH2:18][C:19]2[CH:24]=[CH:23][CH:22]=[CH:21][N:20]=2)=[CH:13][CH:12]=1)[CH:8]([CH3:10])[CH3:9].[OH-].[Na+]. Product: [Cl:1][CH2:2][C:3]([NH:32][NH:31][C:29](=[O:30])[C:28]1[CH:33]=[CH:34][C:25]([C:7]([CH3:6])([C:11]2[CH:16]=[CH:15][C:14]([O:17][CH2:18][C:19]3[CH:24]=[CH:23][CH:22]=[CH:21][N:20]=3)=[CH:13][CH:12]=2)[CH:8]([CH3:10])[CH3:9])=[CH:26][CH:27]=1)=[O:4]. The catalyst class is: 47. (5) Reactant: [I:1][C:2]1[CH:7]=[CH:6][C:5]([NH2:8])=[CH:4][CH:3]=1.C(N(CC)CC)C.Cl[C:17]([CH2:19][CH2:20][CH2:21][C:22]([O:24][CH3:25])=[O:23])=[O:18]. Product: [CH3:25][O:24][C:22](=[O:23])[CH2:21][CH2:20][CH2:19][C:17](=[O:18])[NH:8][C:5]1[CH:6]=[CH:7][C:2]([I:1])=[CH:3][CH:4]=1. The catalyst class is: 2. (6) Reactant: [N+:1]([C:4]1[CH:9]=[CH:8][C:7]([NH:10][CH:11]2[CH2:16][CH2:15][CH:14]([O:17][CH2:18][C:19]([OH:21])=O)[CH2:13][CH2:12]2)=[CH:6][C:5]=1[C:22]([F:25])([F:24])[F:23])([O-:3])=[O:2].CCN=C=NCCCN(C)C.Cl.C1C=CC2N(O)N=NC=2C=1.C(N(CC)CC)C.[F:55][C:56]([F:74])([F:73])[C:57]1[CH:58]=[CH:59][C:60]2[O:64][CH:63]([CH2:65][N:66]3[CH2:71][CH2:70][NH:69][CH2:68][CH2:67]3)[CH2:62][C:61]=2[CH:72]=1. The catalyst class is: 46. Product: [N+:1]([C:4]1[CH:9]=[CH:8][C:7]([NH:10][CH:11]2[CH2:12][CH2:13][CH:14]([O:17][CH2:18][C:19]([N:69]3[CH2:70][CH2:71][N:66]([CH2:65][CH:63]4[CH2:62][C:61]5[CH:72]=[C:57]([C:56]([F:74])([F:55])[F:73])[CH:58]=[CH:59][C:60]=5[O:64]4)[CH2:67][CH2:68]3)=[O:21])[CH2:15][CH2:16]2)=[CH:6][C:5]=1[C:22]([F:25])([F:23])[F:24])([O-:3])=[O:2].